From a dataset of Full USPTO retrosynthesis dataset with 1.9M reactions from patents (1976-2016). Predict the reactants needed to synthesize the given product. The reactants are: [CH2:1]([O:3][C:4](=[O:16])[C:5]1[CH:10]=[CH:9][C:8]([CH3:11])=[C:7]([C:12]([F:15])([F:14])[F:13])[CH:6]=1)[CH3:2].C1C(=O)N([Br:24])C(=O)C1.C(OOC(=O)C1C=CC=CC=1)(=O)C1C=CC=CC=1. Given the product [CH2:1]([O:3][C:4](=[O:16])[C:5]1[CH:10]=[CH:9][C:8]([CH2:11][Br:24])=[C:7]([C:12]([F:14])([F:15])[F:13])[CH:6]=1)[CH3:2], predict the reactants needed to synthesize it.